Predict the reaction yield, written as a fraction of the theoretical maximum amount of product (1.0 means a 100% yield; for example, 0.34 means a 34% yield). From a dataset of Reaction yield outcomes from USPTO patents with 853,638 reactions. The reactants are [ClH:1].[CH2:2]([NH2:5])[CH:3]=[CH2:4].C(N(C(C)C)CC)(C)C.[CH2:15]([O:22][C:23](=[O:26])[CH2:24]Br)[C:16]1[CH:21]=[CH:20][CH:19]=[CH:18][CH:17]=1. The catalyst is O1CCCC1. The product is [ClH:1].[CH2:15]([O:22][C:23](=[O:26])[CH2:24][NH:5][CH2:2][CH:3]=[CH2:4])[C:16]1[CH:21]=[CH:20][CH:19]=[CH:18][CH:17]=1. The yield is 0.660.